This data is from Reaction yield outcomes from USPTO patents with 853,638 reactions. The task is: Predict the reaction yield, written as a fraction of the theoretical maximum amount of product (1.0 means a 100% yield; for example, 0.34 means a 34% yield). (1) The reactants are [N+:1]([C:4]1[CH:5]=[C:6]2[C:10](=[CH:11][CH:12]=1)[NH:9][CH:8]=[CH:7]2)([O-:3])=[O:2].[C:13]1(=[O:19])[CH2:18][CH2:17][CH2:16][CH:15]=[CH:14]1. The catalyst is CC#N. The product is [N+:1]([C:4]1[CH:5]=[C:6]2[C:10](=[CH:11][CH:12]=1)[NH:9][CH:8]=[C:7]2[CH:15]1[CH2:16][CH2:17][CH2:18][C:13](=[O:19])[CH2:14]1)([O-:3])=[O:2]. The yield is 0.410. (2) The reactants are [Br:1][C:2]1[C:3]([C:11]([OH:13])=[O:12])=[C:4]2[NH:10][CH:9]=[N:8][C:5]2=[N:6][CH:7]=1.OS(O)(=O)=O.[CH3:19]O. No catalyst specified. The product is [Br:1][C:2]1[C:3]([C:11]([O:13][CH3:19])=[O:12])=[C:4]2[NH:10][CH:9]=[N:8][C:5]2=[N:6][CH:7]=1. The yield is 0.700.